Dataset: Reaction yield outcomes from USPTO patents with 853,638 reactions. Task: Predict the reaction yield, written as a fraction of the theoretical maximum amount of product (1.0 means a 100% yield; for example, 0.34 means a 34% yield). (1) The reactants are [F:1][C:2]1[CH:8]=[C:7]([CH3:9])[C:6]([N+:10]([O-:12])=[O:11])=[CH:5][C:3]=1N.N([O-])=O.[Na+].[I-:17].[K+]. The catalyst is Cl.O.CCOC(C)=O. The product is [I:17][C:3]1[CH:5]=[C:6]([N+:10]([O-:12])=[O:11])[C:7]([CH3:9])=[CH:8][C:2]=1[F:1]. The yield is 0.740. (2) The reactants are [NH:1]1[CH2:6][CH:5]=[C:4]([C:7]2[CH:24]=[CH:23][C:10]([CH2:11][N:12]3[CH2:16][C:15]4([CH2:21][CH2:20][CH2:19][CH2:18][CH2:17]4)[O:14][C:13]3=[O:22])=[CH:9][CH:8]=2)[CH2:3][CH2:2]1.[CH2:25]=O. The catalyst is C(O)=O. The product is [CH3:25][N:1]1[CH2:2][CH:3]=[C:4]([C:7]2[CH:8]=[CH:9][C:10]([CH2:11][N:12]3[CH2:16][C:15]4([CH2:21][CH2:20][CH2:19][CH2:18][CH2:17]4)[O:14][C:13]3=[O:22])=[CH:23][CH:24]=2)[CH2:5][CH2:6]1. The yield is 0.780. (3) The reactants are [O:1]1[C:5]2([CH2:10][CH2:9][CH:8]([N:11]3[C:16](=[O:17])[C:15]([CH2:18][C:19]4[CH:24]=[CH:23][C:22]([C:25]5[C:26]([C:31]#[N:32])=[CH:27][CH:28]=[CH:29][CH:30]=5)=[C:21]([O:33][CH3:34])[CH:20]=4)=[C:14]([CH2:35][CH2:36][CH3:37])[N:13]4[N:38]=[CH:39][CH:40]=[C:12]34)[CH2:7][CH2:6]2)[O:4][CH2:3][CH2:2]1.Cl.[OH-:42].[Na+].O1CC[CH2:46][CH2:45]1. The catalyst is C(OCC)(=O)C. The product is [CH2:45]([O:4][C:3](=[O:42])[CH2:2][O:1][C@H:5]1[CH2:6][CH2:7][C@H:8]([N:11]2[C:16](=[O:17])[C:15]([CH2:18][C:19]3[CH:24]=[CH:23][C:22]([C:25]4[CH:30]=[CH:29][CH:28]=[CH:27][C:26]=4[C:31]#[N:32])=[C:21]([O:33][CH3:34])[CH:20]=3)=[C:14]([CH2:35][CH2:36][CH3:37])[N:13]3[N:38]=[CH:39][CH:40]=[C:12]23)[CH2:9][CH2:10]1)[CH3:46]. The yield is 0.530. (4) The reactants are [C:1]([C@H:5]1[CH2:10][CH2:9][C@H:8]([NH:11][C:12]2[N:13]=[CH:14][C:15]3[C:20]([CH:21]=2)=[CH:19][C:18]([C:22]([O:24]C)=[O:23])=[CH:17][CH:16]=3)[CH2:7][CH2:6]1)([CH3:4])([CH3:3])[CH3:2].[OH-].[Na+]. The catalyst is CO.O. The product is [C:1]([C@H:5]1[CH2:10][CH2:9][C@H:8]([NH:11][C:12]2[N:13]=[CH:14][C:15]3[C:20]([CH:21]=2)=[CH:19][C:18]([C:22]([OH:24])=[O:23])=[CH:17][CH:16]=3)[CH2:7][CH2:6]1)([CH3:4])([CH3:2])[CH3:3]. The yield is 0.960. (5) The reactants are [C:1]([C:3]1[CH:4]=[C:5]2[C:9](=[CH:10][CH:11]=1)[NH:8][C:7](=[O:12])[CH2:6]2)#[N:2].[H-].[Na+].[C:15]([N:18]1[CH2:23][CH2:22][N:21]([CH2:24][CH2:25][O:26][C:27]2[CH:36]=[C:35]3[C:30]([C:31](SC)=[N:32][CH:33]=[N:34]3)=[CH:29][CH:28]=2)[CH2:20][CH2:19]1)(=[O:17])[CH3:16].[Cl-:39].[NH4+]. The catalyst is CS(C)=O.C(Cl)Cl.CO.C(OCC)(=O)C. The product is [ClH:39].[C:15]([N:18]1[CH2:19][CH2:20][N:21]([CH2:24][CH2:25][O:26][C:27]2[CH:36]=[C:35]3[C:30]([C:31]([CH:6]4[C:5]5[C:9](=[CH:10][CH:11]=[C:3]([C:1]#[N:2])[CH:4]=5)[NH:8][C:7]4=[O:12])=[N:32][CH:33]=[N:34]3)=[CH:29][CH:28]=2)[CH2:22][CH2:23]1)(=[O:17])[CH3:16]. The yield is 0.630.